This data is from Forward reaction prediction with 1.9M reactions from USPTO patents (1976-2016). The task is: Predict the product of the given reaction. (1) Given the reactants Br[C:2]1[C:7]2[O:8][CH2:9][CH2:10][N:11]([C:12]([O:14][C:15]([CH3:18])([CH3:17])[CH3:16])=[O:13])[C:6]=2[CH:5]=[C:4]([C:19]([F:22])([F:21])[F:20])[CH:3]=1.CC1(C)C(C)(C)OB([C:31]2[O:35][C:34]([Si](C(C)C)(C(C)C)C(C)C)=[N:33][CH:32]=2)O1.C(=O)([O-])[O-].[K+].[K+].COCCOC, predict the reaction product. The product is: [O:35]1[C:31]([C:2]2[C:7]3[O:8][CH2:9][CH2:10][N:11]([C:12]([O:14][C:15]([CH3:18])([CH3:17])[CH3:16])=[O:13])[C:6]=3[CH:5]=[C:4]([C:19]([F:22])([F:21])[F:20])[CH:3]=2)=[CH:32][N:33]=[CH:34]1. (2) Given the reactants [ClH:1].[Br:2][C:3]1[CH:15]=[CH:14][CH:13]=[CH:12][C:4]=1[O:5][CH:6]1[CH2:11][CH2:10][NH:9][CH2:8][CH2:7]1.CS(OC1CCN(C(OC(C)(C)C)=O)CC1)(=O)=O.BrC1C=C([F:41])C=CC=1O, predict the reaction product. The product is: [ClH:1].[Br:2][C:3]1[CH:15]=[C:14]([F:41])[CH:13]=[CH:12][C:4]=1[O:5][CH:6]1[CH2:11][CH2:10][NH:9][CH2:8][CH2:7]1. (3) Given the reactants [NH2:1][C@H:2]([C:7]([O:9][CH:10]1[CH2:14][CH2:13][CH2:12][CH2:11]1)=[O:8])[CH2:3][CH:4]([CH3:6])[CH3:5].[N+:15]([C:18]1[CH:25]=[CH:24][C:21]([CH:22]=O)=[CH:20][CH:19]=1)([O-:17])=[O:16].C(O[BH-](OC(=O)C)OC(=O)C)(=O)C.[Na+].Cl.[OH-].[Na+], predict the reaction product. The product is: [CH3:5][CH:4]([CH3:6])[CH2:3][C@H:2]([NH:1][CH2:22][C:21]1[CH:24]=[CH:25][C:18]([N+:15]([O-:17])=[O:16])=[CH:19][CH:20]=1)[C:7]([O:9][CH:10]1[CH2:11][CH2:12][CH2:13][CH2:14]1)=[O:8]. (4) Given the reactants Cl[C:2]([O:4][CH3:5])=[O:3].[NH2:6][C:7]1[CH:8]=[C:9]([NH:27]C(=O)OCC2C=CC=CC=2)[CH:10]=[N:11][C:12]=1[S:13](=[O:26])(=[O:25])[NH:14][C:15]1[CH:16]=[CH:17][C:18]2[CH2:22][O:21][B:20]([OH:23])[C:19]=2[CH:24]=1, predict the reaction product. The product is: [NH2:27][C:9]1[CH:8]=[C:7]([NH:6][C:2](=[O:3])[O:4][CH3:5])[C:12]([S:13](=[O:25])(=[O:26])[NH:14][C:15]2[CH:16]=[CH:17][C:18]3[CH2:22][O:21][B:20]([OH:23])[C:19]=3[CH:24]=2)=[N:11][CH:10]=1. (5) Given the reactants [NH2:1][CH2:2][CH2:3][CH2:4][C@@H:5]([CH2:9][C:10]1[N:11]=[CH:12][N:13]2[C:22]3[C:17](=[CH:18][CH:19]=[CH:20][CH:21]=3)[CH2:16][CH2:15][C:14]=12)[C:6]([OH:8])=[O:7].[C:23]([O:28][CH:29]([O:31][C:32](OC1C=CC([N+]([O-])=O)=CC=1)=[O:33])[CH3:30])(=[O:27])[CH2:24][CH2:25][CH3:26], predict the reaction product. The product is: [C:23]([O:28][CH:29]([O:31][C:32]([NH:1][CH2:2][CH2:3][CH2:4][C@@H:5]([CH2:9][C:10]1[N:11]=[CH:12][N:13]2[C:22]3[C:17](=[CH:18][CH:19]=[CH:20][CH:21]=3)[CH2:16][CH2:15][C:14]=12)[C:6]([OH:8])=[O:7])=[O:33])[CH3:30])(=[O:27])[CH2:24][CH2:25][CH3:26].